From a dataset of Forward reaction prediction with 1.9M reactions from USPTO patents (1976-2016). Predict the product of the given reaction. (1) The product is: [C:4]1([CH2:3][O:10][C:12]2[CH:17]=[C:16]([CH3:18])[CH:15]=[CH:14][N:13]=2)[CH:9]=[CH:8][CH:7]=[CH:6][CH:5]=1. Given the reactants [H-].[Na+].[CH2:3]([OH:10])[C:4]1[CH:9]=[CH:8][CH:7]=[CH:6][CH:5]=1.Br[C:12]1[CH:17]=[C:16]([CH3:18])[CH:15]=[CH:14][N:13]=1.O, predict the reaction product. (2) Given the reactants [NH:1]1[CH2:6][CH2:5][CH:4]([CH2:7][CH2:8][CH2:9][CH2:10][C:11]2[CH:16]=[CH:15][N:14]=[CH:13][CH:12]=2)[CH2:3][CH2:2]1.Br[C:18]1[N:23]=[CH:22][CH:21]=[CH:20][N:19]=1.N12CCCN=C1CCCCC2, predict the reaction product. The product is: [N:14]1[CH:13]=[CH:12][C:11]([CH2:10][CH2:9][CH2:8][CH2:7][CH:4]2[CH2:3][CH2:2][N:1]([C:18]3[N:23]=[CH:22][CH:21]=[CH:20][N:19]=3)[CH2:6][CH2:5]2)=[CH:16][CH:15]=1. (3) Given the reactants C([O:3][C:4]([CH:6]1[CH2:11][CH2:10][N:9]([C:12]([O:14][CH2:15][C:16]2[CH:21]=[CH:20][CH:19]=[CH:18][CH:17]=2)=[O:13])[CH2:8][CH2:7]1)=O)C.[H-].[Al+3].[Li+].[H-].[H-].[H-].[OH-].[Na+], predict the reaction product. The product is: [CH2:15]([O:14][C:12]([N:9]1[CH2:10][CH2:11][CH:6]([CH2:4][OH:3])[CH2:7][CH2:8]1)=[O:13])[C:16]1[CH:21]=[CH:20][CH:19]=[CH:18][CH:17]=1. (4) The product is: [Cl:25][C:18]1[CH:19]=[CH:20][CH:21]=[C:22]([O:23][CH3:24])[C:17]=1[C:13]1[NH:14][C:15]2[C:11]([CH:12]=1)=[CH:10][CH:9]=[C:8]([NH2:7])[CH:16]=2. Given the reactants C(OC(=O)[NH:7][C:8]1[CH:16]=[C:15]2[C:11]([CH:12]=[C:13]([C:17]3[C:22]([O:23][CH3:24])=[CH:21][CH:20]=[CH:19][C:18]=3[Cl:25])[NH:14]2)=[CH:10][CH:9]=1)(C)(C)C.FC(F)(F)C(O)=O, predict the reaction product.